Dataset: Full USPTO retrosynthesis dataset with 1.9M reactions from patents (1976-2016). Task: Predict the reactants needed to synthesize the given product. (1) Given the product [N:24]1[CH:29]=[CH:28][CH:27]=[C:26]([NH:30][C:31](=[S:32])[O:21][CH2:20]/[CH:19]=[C:18](\[CH3:22])/[CH2:17][CH2:16]/[CH:15]=[C:14](\[CH3:23])/[CH2:13][CH2:3]/[CH:4]=[C:5](\[CH3:6])/[CH2:7][CH2:8][CH:9]=[C:10]([CH3:12])[CH3:11])[CH:25]=1, predict the reactants needed to synthesize it. The reactants are: [H-].[Na+].[CH2:3]([CH2:13]/[C:14](/[CH3:23])=[CH:15]/[CH2:16][CH2:17]/[C:18](/[CH3:22])=[CH:19]/[CH2:20][OH:21])/[CH:4]=[C:5](/[CH2:7][CH2:8][CH:9]=[C:10]([CH3:12])[CH3:11])\[CH3:6].[N:24]1[CH:29]=[CH:28][CH:27]=[C:26]([N:30]=[C:31]=[S:32])[CH:25]=1. (2) Given the product [Br:13][CH2:12][C:8]1[CH:7]=[C:6]2[C:11]([C:2]([Cl:1])=[N:3][CH:4]=[N:5]2)=[CH:10][CH:9]=1, predict the reactants needed to synthesize it. The reactants are: [Cl:1][C:2]1[C:11]2[C:6](=[CH:7][C:8]([CH3:12])=[CH:9][CH:10]=2)[N:5]=[CH:4][N:3]=1.[Br:13]N1C(=O)CCC1=O.C(OOC(=O)C1C=CC=CC=1)(=O)C1C=CC=CC=1.